The task is: Predict the reaction yield, written as a fraction of the theoretical maximum amount of product (1.0 means a 100% yield; for example, 0.34 means a 34% yield).. This data is from Reaction yield outcomes from USPTO patents with 853,638 reactions. (1) The reactants are Cl.[O:2]=[C:3]1[NH:12][C:11]2[N:10]=[CH:9][C:8](/[CH:13]=[CH:14]/[C:15]([OH:17])=O)=[CH:7][C:6]=2[CH2:5][CH2:4]1.C1(C(C2C=CC=CC=2)[N:25]2[CH2:28][CH:27]([O:29][CH2:30][CH2:31][CH2:32][CH2:33][CH3:34])[CH2:26]2)C=CC=CC=1.CCN(C(C)C)C(C)C.CCN=C=NCCCN(C)C. The catalyst is CN(C=O)C. The product is [O:17]=[C:15]([N:25]1[CH2:28][CH:27]([O:29][CH2:30][CH2:31][CH2:32][CH2:33][CH3:34])[CH2:26]1)/[CH:14]=[CH:13]/[C:8]1[CH:7]=[C:6]2[C:11](=[N:10][CH:9]=1)[NH:12][C:3](=[O:2])[CH2:4][CH2:5]2. The yield is 0.0900. (2) The reactants are [CH3:1][CH:2]([CH3:28])[CH:3]([NH:15]S(C1C=CC=CC=1[N+]([O-])=O)(=O)=O)[CH2:4][N:5]1[CH:9]=[CH:8][C:7]([CH:10]=C)=[C:6]1/[CH:12]=[CH:13]\[CH3:14].C([O-])([O-])=O.[K+].[K+].C1(S)C=CC=CC=1. The catalyst is CN(C=O)C.O. The yield is 0.850. The product is [N:5]1([CH2:4][CH:3]([NH2:15])[CH:2]([CH3:1])[CH3:28])[C:6]2[C:7](=[CH:10][CH:14]=[CH:13][CH:12]=2)[CH:8]=[CH:9]1. (3) The reactants are C(O)C.C(Cl)(=O)C.[CH3:8][O:9][C:10]([C:12]1[CH:17]=[CH:16][C:15]([C@@H:18]([NH:20][C:21]([C@H:23]2[CH2:32][C:31]3[C:26](=[CH:27][CH:28]=[CH:29][CH:30]=3)[CH2:25][N:24]2C(OC(C)(C)C)=O)=[O:22])[CH3:19])=[CH:14][CH:13]=1)=[O:11]. The catalyst is C(OCC)(=O)C. The product is [CH2:25]1[C:26]2[C:31](=[CH:30][CH:29]=[CH:28][CH:27]=2)[CH2:32][C@H:23]([C:21]([NH:20][C@H:18]([C:15]2[CH:14]=[CH:13][C:12]([C:10]([O:9][CH3:8])=[O:11])=[CH:17][CH:16]=2)[CH3:19])=[O:22])[NH:24]1. The yield is 0.950. (4) The reactants are [Cl:1][C:2]1[CH:20]=[CH:19][C:5]([O:6][CH2:7][C:8]2[N:9]=[CH:10][CH:11]=[C:12]3[C:16]([CH3:17])=[C:15]([CH3:18])[NH:14][C:13]=23)=[CH:4][CH:3]=1.Cl. The catalyst is C(OCC)(=O)C. The product is [ClH:1].[Cl:1][C:2]1[CH:20]=[CH:19][C:5]([O:6][CH2:7][C:8]2[N:9]=[CH:10][CH:11]=[C:12]3[C:16]([CH3:17])=[C:15]([CH3:18])[NH:14][C:13]=23)=[CH:4][CH:3]=1. The yield is 0.900. (5) The reactants are [CH:1]1([N:4]([CH:18]2[CH2:23][CH2:22][NH:21][CH2:20][CH2:19]2)[S:5]([C:8]2[CH:13]=[CH:12][CH:11]=[C:10]([C:14]([F:17])([F:16])[F:15])[CH:9]=2)(=[O:7])=[O:6])[CH2:3][CH2:2]1.[C:24]([O:28][C:29]([NH:31][CH:32]([CH2:36][C:37]1[CH:38]=[C:39]([CH3:43])[CH:40]=[CH:41][CH:42]=1)[C:33](O)=[O:34])=[O:30])([CH3:27])([CH3:26])[CH3:25].O.ON1C2C=CC=CC=2N=N1.Cl.CN(C)CCCN=C=NCC. The catalyst is C(OCC)(=O)C.CN(C=O)C. The product is [C:24]([O:28][C:29](=[O:30])[NH:31][CH:32]([CH2:36][C:37]1[CH:42]=[CH:41][CH:40]=[C:39]([CH3:43])[CH:38]=1)[C:33]([N:21]1[CH2:22][CH2:23][CH:18]([N:4]([CH:1]2[CH2:3][CH2:2]2)[S:5]([C:8]2[CH:13]=[CH:12][CH:11]=[C:10]([C:14]([F:17])([F:15])[F:16])[CH:9]=2)(=[O:6])=[O:7])[CH2:19][CH2:20]1)=[O:34])([CH3:27])([CH3:26])[CH3:25]. The yield is 0.850. (6) The reactants are Br[CH2:2][C:3]1[S:7][CH:6]=[N:5][C:4]=1[Cl:8].[CH3:9][C:10]1[N:15]=[C:14]([SH:16])[N:13]=[C:12]([OH:17])[CH:11]=1.C(N(CC)CC)C. The catalyst is C(O)C. The product is [Cl:8][C:4]1[N:5]=[CH:6][S:7][C:3]=1[CH2:2][S:16][C:14]1[N:13]=[C:12]([OH:17])[CH:11]=[C:10]([CH3:9])[N:15]=1. The yield is 0.310. (7) The reactants are [F:1][C:2]1[CH:10]=[CH:9][C:8]([CH2:11][C:12]2[C:21]3[C:16](=[CH:17][CH:18]=[CH:19][CH:20]=3)[C:15](=[O:22])[NH:14][N:13]=2)=[CH:7][C:3]=1[C:4](O)=[O:5].F[P-](F)(F)(F)(F)F.N1(OC(N(C)C)=[N+](C)C)C2C=CC=CC=2N=N1.[F:47][C:48]([F:62])([F:61])[C:49]1[N:53]2[CH2:54][CH2:55][NH:56][CH2:57][C:52]2=[C:51]([C:58]([NH2:60])=[O:59])[N:50]=1.C(N(CC)C(C)C)(C)C. The catalyst is CN(C)C=O.O. The product is [F:1][C:2]1[CH:10]=[CH:9][C:8]([CH2:11][C:12]2[C:21]3[C:16](=[CH:17][CH:18]=[CH:19][CH:20]=3)[C:15](=[O:22])[NH:14][N:13]=2)=[CH:7][C:3]=1[C:4]([N:56]1[CH2:55][CH2:54][N:53]2[C:49]([C:48]([F:62])([F:47])[F:61])=[N:50][C:51]([C:58]([NH2:60])=[O:59])=[C:52]2[CH2:57]1)=[O:5]. The yield is 0.200. (8) The reactants are [NH2:1][C@:2]12[CH2:37][CH2:36][C@@H:35]([C:38]([CH3:40])=[CH2:39])[C@@H:3]1[C@@H:4]1[C@@:17]([CH3:20])([CH2:18][CH2:19]2)[C@@:16]2([CH3:21])[C@@H:7]([C@:8]3([CH3:34])[C@@H:13]([CH2:14][CH2:15]2)[C:12]([CH3:23])([CH3:22])[C:11]([C:24]2[CH:33]=[CH:32][C:27]([C:28]([O:30]C)=[O:29])=[CH:26][CH:25]=2)=[CH:10][CH2:9]3)[CH2:6][CH2:5]1.CN(C)CCC(N[C@]12CC[C@@H](C(C)=C)[C@@H]1[C@@H]1[C@@](C)(CC2)[C@@]2(C)[C@@H]([C@]3(C)[C@@H](CC2)C(C)(C)C(C2C=CC(C(O)=O)=CC=2)=CC3)CC1)=O.[O:87]=[C:88]1[CH2:92][CH2:91][CH2:90][N:89]1[CH2:93][C:94](O)=[O:95]. No catalyst specified. The product is [CH3:20][C@:17]12[C@@:16]3([CH3:21])[C@@H:7]([C@:8]4([CH3:34])[C@@H:13]([CH2:14][CH2:15]3)[C:12]([CH3:22])([CH3:23])[C:11]([C:24]3[CH:33]=[CH:32][C:27]([C:28]([OH:30])=[O:29])=[CH:26][CH:25]=3)=[CH:10][CH2:9]4)[CH2:6][CH2:5][C@@H:4]1[C@H:3]1[C@H:35]([C:38]([CH3:40])=[CH2:39])[CH2:36][CH2:37][C@:2]1([NH:1][C:94](=[O:95])[CH2:93][N:89]1[CH2:90][CH2:91][CH2:92][C:88]1=[O:87])[CH2:19][CH2:18]2. The yield is 0.140. (9) The reactants are O.[OH-].[Li+].C[O:5][C:6](=[O:37])[CH2:7][C:8]1[C:17]([CH3:18])=[C:16]([C:19]2[CH:24]=[CH:23][C:22]([S:25]([C:28]3[CH:33]=[CH:32][C:31]([F:34])=[CH:30][C:29]=3[F:35])(=[O:27])=[O:26])=[CH:21][CH:20]=2)[C:15]2[C:10](=[CH:11][CH:12]=[C:13]([Cl:36])[CH:14]=2)[CH:9]=1. The catalyst is C1COCC1.O. The product is [Cl:36][C:13]1[CH:14]=[C:15]2[C:10](=[CH:11][CH:12]=1)[CH:9]=[C:8]([CH2:7][C:6]([OH:37])=[O:5])[C:17]([CH3:18])=[C:16]2[C:19]1[CH:20]=[CH:21][C:22]([S:25]([C:28]2[CH:33]=[CH:32][C:31]([F:34])=[CH:30][C:29]=2[F:35])(=[O:26])=[O:27])=[CH:23][CH:24]=1. The yield is 1.00.